Dataset: Forward reaction prediction with 1.9M reactions from USPTO patents (1976-2016). Task: Predict the product of the given reaction. (1) The product is: [O:1]=[C:2]([C:6]1[CH:11]=[CH:10][CH:9]=[CH:8][CH:7]=1)[C:3]([O:5][CH2:43][CH2:42][O:41][C:38](=[O:40])[C:39](=[O:14])[C:25]1[CH:26]=[CH:27][CH:28]=[CH:29][CH:30]=1)=[O:4]. Given the reactants [O:1]=[C:2]([C:6]1[CH:11]=[CH:10][CH:9]=[CH:8][CH:7]=1)[C:3]([OH:5])=[O:4].C(O)C[OH:14].[CH2:25]1[CH2:30][CH2:29][CH:28](N=C=N[CH:25]2[CH2:30][CH2:29][CH2:28][CH2:27][CH2:26]2)[CH2:27][CH2:26]1.CCCCCCC.[C:38]([O:41][CH2:42][CH3:43])(=[O:40])[CH3:39], predict the reaction product. (2) Given the reactants [CH:1]([S:4][CH2:5][C@@H:6]1[CH2:11][C:10](=[O:12])[CH2:9][CH2:8][C@@H:7]1[NH:13][C:14](=[O:23])[O:15][CH2:16][C:17]1[CH:22]=[CH:21][CH:20]=[CH:19][CH:18]=1)([CH3:3])[CH3:2].[C:24]12(CS(O)(=O)=O)C(C)(C)C(CC1)[CH2:27][C:25]2=[O:26].[CH3:39][CH:40](O)[CH3:41], predict the reaction product. The product is: [CH:40]([O:12][C:10]1([O:26][CH:25]([CH3:27])[CH3:24])[CH2:9][CH2:8][C@H:7]([NH:13][C:14](=[O:23])[O:15][CH2:16][C:17]2[CH:18]=[CH:19][CH:20]=[CH:21][CH:22]=2)[C@H:6]([CH2:5][S:4][CH:1]([CH3:3])[CH3:2])[CH2:11]1)([CH3:41])[CH3:39]. (3) Given the reactants [Cl:1][C:2]1[CH:3]=[C:4]([C:8]2[CH:9]=[C:10]3[C:15](=[O:16])[NH:14][CH2:13][CH:12]([CH2:17][C:18]([O:20]CC)=[O:19])[N:11]3[C:23]=2[I:24])[CH:5]=[CH:6][CH:7]=1.[OH-].[Li+], predict the reaction product. The product is: [Cl:1][C:2]1[CH:3]=[C:4]([C:8]2[CH:9]=[C:10]3[C:15](=[O:16])[NH:14][CH2:13][CH:12]([CH2:17][C:18]([OH:20])=[O:19])[N:11]3[C:23]=2[I:24])[CH:5]=[CH:6][CH:7]=1. (4) Given the reactants [Mn]([O-])(=O)(=O)=[O:2].[K+].[Br:7][C:8]1[S:9][C:10]([CH:14]=[O:15])=[C:11]([Br:13])[N:12]=1, predict the reaction product. The product is: [Br:7][C:8]1[S:9][C:10]([C:14]([OH:2])=[O:15])=[C:11]([Br:13])[N:12]=1. (5) Given the reactants [CH3:1][N:2]1[C:8]2[C:9]([N+:13]([O-])=O)=[CH:10][CH:11]=[CH:12][C:7]=2[C:6](=[O:16])[N:5]([CH3:17])[CH2:4][CH2:3]1, predict the reaction product. The product is: [NH2:13][C:9]1[C:8]2[N:2]([CH3:1])[CH2:3][CH2:4][N:5]([CH3:17])[C:6](=[O:16])[C:7]=2[CH:12]=[CH:11][CH:10]=1. (6) Given the reactants [Cl:1][C:2]1[CH:7]=[CH:6][C:5]([C:8]2[C:13]([C:14](O)=[O:15])=[C:12]([CH3:17])[N:11]=[CH:10][CH:9]=2)=[C:4]([F:18])[CH:3]=1.C(Cl)(=O)C(Cl)=O.C[N:26](C=O)C.[Cl-].[NH4+], predict the reaction product. The product is: [Cl:1][C:2]1[CH:7]=[CH:6][C:5]([C:8]2[C:13]([C:14]([NH2:26])=[O:15])=[C:12]([CH3:17])[N:11]=[CH:10][CH:9]=2)=[C:4]([F:18])[CH:3]=1.